From a dataset of Peptide-MHC class I binding affinity with 185,985 pairs from IEDB/IMGT. Regression. Given a peptide amino acid sequence and an MHC pseudo amino acid sequence, predict their binding affinity value. This is MHC class I binding data. (1) The peptide sequence is GLIAIVMVTI. The MHC is HLA-A02:03 with pseudo-sequence HLA-A02:03. The binding affinity (normalized) is 0.729. (2) The MHC is HLA-A26:01 with pseudo-sequence HLA-A26:01. The binding affinity (normalized) is 0.0847. The peptide sequence is IQVNKGVAY. (3) The MHC is HLA-A24:02 with pseudo-sequence HLA-A24:02. The binding affinity (normalized) is 0. The peptide sequence is HTLSIHDGY. (4) The peptide sequence is MMMGMFNML. The MHC is BoLA-HD6 with pseudo-sequence BoLA-HD6. The binding affinity (normalized) is 0.545. (5) The peptide sequence is GPMPVTVASA. The MHC is HLA-B07:02 with pseudo-sequence HLA-B07:02. The binding affinity (normalized) is 0.633. (6) The peptide sequence is LSISADLNSI. The MHC is H-2-Db with pseudo-sequence H-2-Db. The binding affinity (normalized) is 0.206. (7) The peptide sequence is TTADHMHML. The MHC is HLA-A25:01 with pseudo-sequence HLA-A25:01. The binding affinity (normalized) is 0.763.